Dataset: NCI-60 drug combinations with 297,098 pairs across 59 cell lines. Task: Regression. Given two drug SMILES strings and cell line genomic features, predict the synergy score measuring deviation from expected non-interaction effect. (1) Drug 1: C1CC(C1)(C(=O)O)C(=O)O.[NH2-].[NH2-].[Pt+2]. Drug 2: B(C(CC(C)C)NC(=O)C(CC1=CC=CC=C1)NC(=O)C2=NC=CN=C2)(O)O. Cell line: SN12C. Synergy scores: CSS=60.3, Synergy_ZIP=-2.50, Synergy_Bliss=0.584, Synergy_Loewe=-26.6, Synergy_HSA=1.85. (2) Drug 1: CCC1=C2CN3C(=CC4=C(C3=O)COC(=O)C4(CC)O)C2=NC5=C1C=C(C=C5)O. Drug 2: CC12CCC3C(C1CCC2O)C(CC4=C3C=CC(=C4)O)CCCCCCCCCS(=O)CCCC(C(F)(F)F)(F)F. Cell line: TK-10. Synergy scores: CSS=13.7, Synergy_ZIP=-1.46, Synergy_Bliss=2.60, Synergy_Loewe=-15.1, Synergy_HSA=0.489. (3) Drug 1: C#CCC(CC1=CN=C2C(=N1)C(=NC(=N2)N)N)C3=CC=C(C=C3)C(=O)NC(CCC(=O)O)C(=O)O. Drug 2: CCN(CC)CCCC(C)NC1=C2C=C(C=CC2=NC3=C1C=CC(=C3)Cl)OC. Cell line: HL-60(TB). Synergy scores: CSS=65.8, Synergy_ZIP=-9.04, Synergy_Bliss=-6.36, Synergy_Loewe=-4.28, Synergy_HSA=-1.19. (4) Drug 1: C1CCC(CC1)NC(=O)N(CCCl)N=O. Drug 2: CC1=CC=C(C=C1)C2=CC(=NN2C3=CC=C(C=C3)S(=O)(=O)N)C(F)(F)F. Cell line: K-562. Synergy scores: CSS=18.9, Synergy_ZIP=-3.77, Synergy_Bliss=-1.62, Synergy_Loewe=-8.38, Synergy_HSA=-1.04.